From a dataset of Experimental lipophilicity measurements (octanol/water distribution) for 4,200 compounds from AstraZeneca. Regression/Classification. Given a drug SMILES string, predict its absorption, distribution, metabolism, or excretion properties. Task type varies by dataset: regression for continuous measurements (e.g., permeability, clearance, half-life) or binary classification for categorical outcomes (e.g., BBB penetration, CYP inhibition). For this dataset (lipophilicity_astrazeneca), we predict Y. (1) The compound is CCOc1ccc(-n2c([C@@H](C)N(CC3CCN(C)CC3)C(=O)Cc3ccc(F)c(C(F)(F)F)c3)nc3ncccc3c2=O)cc1. The Y is 1.40 logD. (2) The compound is C[C@H]1CN(Cc2cc(Cl)ccc2OCC(=O)O)CCN1C(=O)Cc1ccccc1Cl. The Y is 1.10 logD.